Dataset: NCI-60 drug combinations with 297,098 pairs across 59 cell lines. Task: Regression. Given two drug SMILES strings and cell line genomic features, predict the synergy score measuring deviation from expected non-interaction effect. Drug 1: CC1=C(C=C(C=C1)NC2=NC=CC(=N2)N(C)C3=CC4=NN(C(=C4C=C3)C)C)S(=O)(=O)N.Cl. Drug 2: C1CCC(CC1)NC(=O)N(CCCl)N=O. Cell line: M14. Synergy scores: CSS=15.0, Synergy_ZIP=12.5, Synergy_Bliss=7.83, Synergy_Loewe=4.08, Synergy_HSA=4.49.